Dataset: Full USPTO retrosynthesis dataset with 1.9M reactions from patents (1976-2016). Task: Predict the reactants needed to synthesize the given product. (1) Given the product [CH:58]([NH:63][C:37]([C:36]1[C:30]2[C:31](=[N:32][CH:33]=[C:28]([C:20]3[C:21]4[C:26](=[CH:25][C:24]([F:27])=[CH:23][CH:22]=4)[N:18]([CH:16]4[CH2:17][N:14]([CH:1]([C:2]5[CH:3]=[CH:4][CH:5]=[CH:6][CH:7]=5)[C:8]5[CH:9]=[CH:10][CH:11]=[CH:12][CH:13]=5)[CH2:15]4)[N:19]=3)[N:29]=2)[N:34]([CH2:40][O:41][CH2:42][CH2:43][Si:44]([CH3:46])([CH3:47])[CH3:45])[CH:35]=1)=[O:38])([CH3:59])[CH3:57], predict the reactants needed to synthesize it. The reactants are: [CH:1]([N:14]1[CH2:17][CH:16]([N:18]2[C:26]3[C:21](=[CH:22][CH:23]=[C:24]([F:27])[CH:25]=3)[C:20]([C:28]3[N:29]=[C:30]4[C:36]([C:37](O)=[O:38])=[CH:35][N:34]([CH2:40][O:41][CH2:42][CH2:43][Si:44]([CH3:47])([CH3:46])[CH3:45])[C:31]4=[N:32][CH:33]=3)=[N:19]2)[CH2:15]1)([C:8]1[CH:13]=[CH:12][CH:11]=[CH:10][CH:9]=1)[C:2]1[CH:7]=[CH:6][CH:5]=[CH:4][CH:3]=1.CN(C(ON1N=[N:63][C:58]2[CH:59]=CC=N[C:57]1=2)=[N+](C)C)C.F[P-](F)(F)(F)(F)F.C(N)(C)C. (2) Given the product [CH2:19]([O:21][C:22]1[CH:23]=[C:24]([CH:41]=[CH:42][CH:43]=1)[CH2:25][N:26]1[C:30]2=[N:31][CH:32]=[N:33][C:34]([N:35]3[CH2:36][CH2:37][N:38]([C:11](=[O:13])[C:10]4[CH:9]=[CH:8][C:7]([O:6][CH2:5][CH2:4][N:3]([CH3:2])[CH3:16])=[CH:15][CH:14]=4)[CH2:39][CH2:40]3)=[C:29]2[CH:28]=[N:27]1)[CH3:20], predict the reactants needed to synthesize it. The reactants are: Cl.[CH3:2][N:3]([CH3:16])[CH2:4][CH2:5][O:6][C:7]1[CH:15]=[CH:14][C:10]([C:11]([OH:13])=O)=[CH:9][CH:8]=1.Cl.Cl.[CH2:19]([O:21][C:22]1[CH:23]=[C:24]([CH:41]=[CH:42][CH:43]=1)[CH2:25][N:26]1[C:30]2=[N:31][CH:32]=[N:33][C:34]([N:35]3[CH2:40][CH2:39][NH:38][CH2:37][CH2:36]3)=[C:29]2[CH:28]=[N:27]1)[CH3:20].ON1C2C=CC=CC=2N=N1.Cl.C(N=C=NCCCN(C)C)C.C(=O)([O-])O.[Na+].